Task: Regression/Classification. Given a drug SMILES string, predict its absorption, distribution, metabolism, or excretion properties. Task type varies by dataset: regression for continuous measurements (e.g., permeability, clearance, half-life) or binary classification for categorical outcomes (e.g., BBB penetration, CYP inhibition). Dataset: cyp3a4_veith.. Dataset: CYP3A4 inhibition data for predicting drug metabolism from PubChem BioAssay The compound is CCOC(=O)c1c2ccc(OCC(=O)N/N=C/c3ccc(Cl)cc3)cc2n2ccccc12. The result is 0 (non-inhibitor).